From a dataset of Full USPTO retrosynthesis dataset with 1.9M reactions from patents (1976-2016). Predict the reactants needed to synthesize the given product. (1) Given the product [O:20]=[C:1]1[C:9]2[C:4](=[CH:5][C:6]([O:10][C:11]3[CH:16]=[CH:15][C:14]([NH2:17])=[CH:13][CH:12]=3)=[CH:7][CH:8]=2)[CH2:3][NH:2]1, predict the reactants needed to synthesize it. The reactants are: [C:1]1(=[O:20])[C:9]2[C:4](=[CH:5][C:6]([O:10][C:11]3[CH:16]=[CH:15][C:14]([N+:17]([O-])=O)=[CH:13][CH:12]=3)=[CH:7][CH:8]=2)[CH2:3][NH:2]1. (2) The reactants are: [N+:1]([C:4]1[CH:12]=[C:11]2[C:7]([CH:8]=[CH:9][NH:10]2)=[CH:6][CH:5]=1)([O-:3])=[O:2].ClS([N:17]=[C:18]=O)(=O)=O.C([O-])(O)=O.[Na+]. Given the product [N+:1]([C:4]1[CH:12]=[C:11]2[C:7]([C:8]([C:18]#[N:17])=[CH:9][NH:10]2)=[CH:6][CH:5]=1)([O-:3])=[O:2], predict the reactants needed to synthesize it. (3) Given the product [Br:1][C:2]1[CH:7]=[C:6]([CH3:8])[CH:5]=[C:4]([CH2:9][Br:17])[CH:3]=1, predict the reactants needed to synthesize it. The reactants are: [Br:1][C:2]1[CH:7]=[C:6]([CH3:8])[CH:5]=[C:4]([CH3:9])[CH:3]=1.C1C(=O)N([Br:17])C(=O)C1.CC(N=NC(C#N)(C)C)(C#N)C.